The task is: Predict which catalyst facilitates the given reaction.. This data is from Catalyst prediction with 721,799 reactions and 888 catalyst types from USPTO. (1) Reactant: C([NH:5][S:6]([CH2:9][O:10][C:11]1[CH:16]=[CH:15][C:14]([CH:17]=[O:18])=[C:13]([Cl:19])[CH:12]=1)(=[O:8])=[O:7])(C)(C)C.Cl. Product: [Cl:19][C:13]1[CH:12]=[C:11]([CH:16]=[CH:15][C:14]=1[CH:17]=[O:18])[O:10][CH2:9][S:6]([NH2:5])(=[O:8])=[O:7]. The catalyst class is: 38. (2) Reactant: [CH3:1][NH:2][C@@H:3]1[C:8]2[CH:9]=[CH:10][CH:11]=[CH:12][C:7]=2[C@H:6]([C:13]2[CH:14]=[CH:15][C:16]([Cl:20])=[C:17]([Cl:19])[CH:18]=2)[CH2:5][CH2:4]1.[ClH:21].N1C=CC=CC=1. Product: [CH3:1][NH:2][C@@H:3]1[C:8]2[CH:9]=[CH:10][CH:11]=[CH:12][C:7]=2[C@H:6]([C:13]2[CH:14]=[CH:15][C:16]([Cl:20])=[C:17]([Cl:19])[CH:18]=2)[CH2:5][CH2:4]1.[ClH:21]. The catalyst class is: 378.